From a dataset of Reaction yield outcomes from USPTO patents with 853,638 reactions. Predict the reaction yield, written as a fraction of the theoretical maximum amount of product (1.0 means a 100% yield; for example, 0.34 means a 34% yield). (1) The reactants are [N:1]1[CH:6]=[CH:5][CH:4]=[C:3]([N:7]2[CH:11]=[C:10]([NH2:12])[CH:9]=[N:8]2)[CH:2]=1.[F:13][C:14]([F:22])([F:21])[CH2:15][CH:16]([CH3:20])[C:17](O)=[O:18].Cl.CN(C)CCCN=C=NCC. The catalyst is ClC(Cl)C. The product is [F:13][C:14]([F:22])([F:21])[CH2:15][CH:16]([CH3:20])[C:17]([NH:12][C:10]1[CH:9]=[N:8][N:7]([C:3]2[CH:2]=[N:1][CH:6]=[CH:5][CH:4]=2)[CH:11]=1)=[O:18]. The yield is 0.550. (2) The reactants are [BH4-].[C:2]([Na])#[N:3].[C:5]([NH:9][C:10]([C:12]1[CH:16]=[C:15]([C:17]2[CH:22]=[CH:21][C:20]([CH:23]=O)=[CH:19][N:18]=2)[N:14]([C:25]2[CH:26]=[N:27][CH:28]=[CH:29][CH:30]=2)[N:13]=1)=[O:11])([CH3:8])([CH3:7])[CH3:6].Cl.CN.C(=O)(O)[O-].[Na+]. The catalyst is CO.C(Cl)(Cl)Cl.C(O)(=O)C. The product is [C:5]([NH:9][C:10]([C:12]1[CH:16]=[C:15]([C:17]2[CH:22]=[CH:21][C:20]([CH2:23][NH:3][CH3:2])=[CH:19][N:18]=2)[N:14]([C:25]2[CH:26]=[N:27][CH:28]=[CH:29][CH:30]=2)[N:13]=1)=[O:11])([CH3:8])([CH3:7])[CH3:6]. The yield is 0.470. (3) The reactants are [NH2:1][C@H:2]1[CH2:7][CH2:6][N:5]([C:8]2[CH:9]=[C:10]([CH:18]=[CH:19][CH:20]=2)[C:11]([O:13][C:14]([CH3:17])([CH3:16])[CH3:15])=[O:12])[CH2:4][C@H:3]1[O:21][CH3:22].[CH2:23]([C:25]1[NH:29][C:28]([C:30](O)=[O:31])=[N:27][C:26]=1[C:33]([F:36])([F:35])[F:34])[CH3:24].CCN=C=NCCCN(C)C.Cl.C1C=CC2N(O)N=NC=2C=1. No catalyst specified. The product is [CH2:23]([C:25]1[NH:29][C:28]([C:30]([NH:1][C@H:2]2[CH2:7][CH2:6][N:5]([C:8]3[CH:9]=[C:10]([CH:18]=[CH:19][CH:20]=3)[C:11]([O:13][C:14]([CH3:16])([CH3:17])[CH3:15])=[O:12])[CH2:4][C@H:3]2[O:21][CH3:22])=[O:31])=[N:27][C:26]=1[C:33]([F:35])([F:36])[F:34])[CH3:24]. The yield is 0.670.